This data is from Experimentally validated miRNA-target interactions with 360,000+ pairs, plus equal number of negative samples. The task is: Binary Classification. Given a miRNA mature sequence and a target amino acid sequence, predict their likelihood of interaction. (1) The miRNA is hsa-miR-7851-3p with sequence UACCUGGGAGACUGAGGUUGGA. The protein sequence of the target gene is MADSGLLLKRGSCRSTWLRVRKARPQLILSRRPRRRLGSLRWCGRRRLRWRLLQAQASGVDWREGARQVSRAAAARRPNTATPSPIPSPTPASEPESEPELESASSCHRPLLIPPVRPVGPGRALLLLPVEQGFTFSGICRVTCLYGQVQVFGFTISQGQPAQDIFSVYTHSCLSIHALHYSQPEKSKKELKREARNLLKSHLNLDDRRWSMQNFSPQCSIVLLEHLKTATVNFITSYPGSSYIFVQESPTPQIKPEYLALRSVGIRREKKRKGLQLTESTLSALEELVNVSCEEVDGCP.... Result: 1 (interaction). (2) The miRNA is hsa-miR-95-3p with sequence UUCAACGGGUAUUUAUUGAGCA. The protein sequence of the target gene is MGRESRHYRKRSASRGRSGSRSRSRSPSDKRSKRGDDRRSRSRDRDRRRERSRSRDKRRSRSRDRKRLRRSRSRERDRSRERRRSRSRDRRRSRSRSRGRRSRSSSPGNKSKKTENRSRSKEKTDGGESSKEKKKDKDDKEDEKEKDAGNFDQNKLEEEMRKRKERVEKWREEQRKKAMENIGELKKEIEEMKQGKKWSLEDDDDDEDDPAEAEKEGNEMEGEELDPLDAYMEEVKEEVKKFNMRSVKGGGGNEKKSGPTVTKVVTVVTTKKAVVDSDKKKGELMENDQDAMEYSSEEEE.... Result: 0 (no interaction). (3) The miRNA is mmu-miR-192-5p with sequence CUGACCUAUGAAUUGACAGCC. The protein sequence of the target gene is MMNRTTPDQELVPASEPVWERPWSVEEIRRSSQSWSLAADAGLLQFLQEFSQQTISRTHEIKKQVDGLIRETKATDCRLHNVFNDFLMLSNTQFIENRVYDEEVEEPVLKAEAEKTEQEKTREQKEVDLIPKVQEAVNYGLQVLDSAFEQLDIKAGNSDSEEDDANGRVELILEPKDLYIDRPLPYLIGSKLFMEQEDVGLGELSSEEGSVGSDRGSIVDTEEEKEEEESDEDFAHHSDNEQNQHTTQMSDEEEDDDGCDLFADSEKEEEDIEDIEENTRPKRSRPTSFADELAARIKGD.... Result: 0 (no interaction). (4) The miRNA is hsa-miR-4313 with sequence AGCCCCCUGGCCCCAAACCC. The protein sequence of the target gene is MDAEYSGNEFPRSEGERDQHQRPGKERKSGEAGWGTGELGQDGRLLSSTLSLSSNRSLGQRQNSPLPFQWRITHSFRWMAQVLASELSLVAFILLLVVAFSKKWLDLSRSLFYQRWPVDVSNRIHTSAHVMSMGLLHFYKSRSCSDLENGKVTFIFSTLMLFPINIWIFELERNVSIPIGWSYFIGWLVLILYFTCAILCYFNHKSFWSLILSHPSGAVSCSSSFGSVEESPRAQTITDTPITQEGVLDPEQKDTHV. Result: 0 (no interaction). (5) The miRNA is hsa-miR-224-5p with sequence UCAAGUCACUAGUGGUUCCGUUUAG. The protein sequence of the target gene is MACKISPGANSASLPGHPNKVICERVRLQSLFPLLPSDQNTTVQEDAHFKAFFQSEDSPSPKRQRLSHSVFDYTSASPAPSPPMRPWEMTSNRQPPSVRPSQHHFSGERCNTPARNRRSPPVRRQRGRRDRLSRHNSISQDENYHHLPYAQQQAIEEPRAFHPPNVSPRLLHPAAHPPQQNAVMVDIHDQLHQGTVPVSYTVTTVAPHGIPLCTGQHIPACSTQQVPGCSVVFSGQHLPVCSVPPPMLQACSVQHLPVPYAAFPPLISSDPFLIHPPHLSPHHPPHLPPPGQFVPFQTQQ.... Result: 0 (no interaction). (6) The miRNA is hsa-miR-514a-3p with sequence AUUGACACUUCUGUGAGUAGA. The protein sequence of the target gene is MAHRPKRTFRQRAADSSDSDGAEESPAEPGAPRELPVPGSAEEEPPSGGGRAQVAGLPHRVRGPRGRGRVWASSRRATKAAPRADEGSESRTLDVSTDEEDKIHHSSESKDDQGLSSDSSSSLGEKELSSTVKIPDAAFIQAARRKRELARAQDDYISLDVQHTSSISGMKRESEDDPESEPDDHEKRIPFTLRPQTLRQRMAEESISRNEETSEESQEDEKQDTWEQQQMRKAVKIIEERDIDLSCGNGSSKVKKFDTSISFPPVNLEIIKKQLNTRLTLLQETHRSHLREYEKYVQDV.... Result: 1 (interaction). (7) The miRNA is mmu-miR-26a-5p with sequence UUCAAGUAAUCCAGGAUAGGCU. The protein sequence of the target gene is MDEEYDVIVLGTGLTECILSGIMSVNGKKVLHMDRNPYYGGESSSITPLEELYKRFQILEGPPESMGRGRDWNVDLIPKFLMANGQLVKMLLYTEVTRYLDFKVVEGSFVYKGGKIYKVPSTETEALASNLMGMFEKRRFRKFLVFVANFDENDPKTFEGVDPQNTSMRDVYRKFDLGQDVIDFTGHALALYRTDDYLDQPCLETINRIKLYSESLARYGKSPYLYPLYGLGELPQGFARLSAIYGGTYMLNKPVDDIIMENGKVVGVKSEGEVARCKQLICDPSYIPDRVQKAGQVIRI.... Result: 0 (no interaction). (8) The miRNA is hsa-miR-361-5p with sequence UUAUCAGAAUCUCCAGGGGUAC. The protein sequence of the target gene is MFNLMKKDKDKDGGRKEKKEKKEKKERMSAAELRSLEEMSLRRGFFNLNRSSKRESKTRLEISNPIPIKVASGSDLHLTDIDSDSNRGSVILDSGHLSTASSSDDLKGEEGSFRGSVLQRAAKFGSLAKQNSQMIVKRFSFSQRSRDESASETSTPSEHSAAPSPQVEVRTLEGQLVQHPGPGIPRPGHRSRAPELVTKKFPVDLRLPPVVPLPPPTLRELELQRRPTGDFGFSLRRTTMLDRGPEGQACRRVVHFAEPGAGTKDLALGLVPGDRLVEINGHNVESKSRDEIVEMIRQSG.... Result: 0 (no interaction).